Dataset: Catalyst prediction with 721,799 reactions and 888 catalyst types from USPTO. Task: Predict which catalyst facilitates the given reaction. (1) Reactant: C(P1(=O)OP(CCC)(=O)OP(CCC)(=O)O1)CC.[NH2:19][C:20]1[CH:21]=[C:22]2[C:27](=[CH:28][CH:29]=1)[N:26]([CH:30]([CH3:32])[CH3:31])[C:25](=[O:33])[N:24]([CH2:34][CH:35]1[CH2:37][CH2:36]1)[C:23]2=[O:38].[Cl:39][C:40]1[CH:41]=[C:42]([NH:48][C:49](=[O:58])[CH2:50][C:51]([OH:57])([CH3:56])[CH2:52][C:53](O)=[O:54])[CH:43]=[CH:44][C:45]=1[C:46]#[N:47].CCN(C(C)C)C(C)C. Product: [Cl:39][C:40]1[CH:41]=[C:42]([NH:48][C:49](=[O:58])[CH2:50][C:51]([OH:57])([CH3:56])[CH2:52][C:53]([NH:19][C:20]2[CH:21]=[C:22]3[C:27](=[CH:28][CH:29]=2)[N:26]([CH:30]([CH3:32])[CH3:31])[C:25](=[O:33])[N:24]([CH2:34][CH:35]2[CH2:37][CH2:36]2)[C:23]3=[O:38])=[O:54])[CH:43]=[CH:44][C:45]=1[C:46]#[N:47]. The catalyst class is: 84. (2) Reactant: [H-].[Na+].[N:3]1[NH:4][CH:5]=[C:6]2[C:11]=1[CH:10]=[CH:9][C:8]([C@@H:12]([C:14]1[N:18]3[N:19]=[C:20]([C:23]4[CH:24]=[N:25][N:26]([CH3:28])[CH:27]=4)[CH:21]=[CH:22][C:17]3=[N:16][CH:15]=1)[CH3:13])=[CH:7]2.CI.[CH2:31](Cl)Cl. Product: [CH3:31][N:3]1[C:11]2[C:6](=[CH:7][C:8]([C@@H:12]([C:14]3[N:18]4[N:19]=[C:20]([C:23]5[CH:24]=[N:25][N:26]([CH3:28])[CH:27]=5)[CH:21]=[CH:22][C:17]4=[N:16][CH:15]=3)[CH3:13])=[CH:9][CH:10]=2)[CH:5]=[N:4]1. The catalyst class is: 220. (3) Reactant: O[Li:2].O.C([O:6][C:7](=[O:47])[CH2:8][C:9]1[C:10]([CH2:15][CH2:16][C:17]2[C:22]([C:23]([F:26])([F:25])[F:24])=[CH:21][N:20]=[C:19]([NH:27][C:28]3[CH:33]=[CH:32][C:31]([CH:34]4[CH2:39][CH2:38][N:37]([C:40]([O:42][C:43]([CH3:46])([CH3:45])[CH3:44])=[O:41])[CH2:36][CH2:35]4)=[CH:30][CH:29]=3)[N:18]=2)=[N:11][CH:12]=[N:13][CH:14]=1)C. Product: [C:43]([O:42][C:40]([N:37]1[CH2:36][CH2:35][CH:34]([C:31]2[CH:30]=[CH:29][C:28]([NH:27][C:19]3[N:18]=[C:17]([CH2:16][CH2:15][C:10]4[C:9]([CH2:8][C:7]([O-:47])=[O:6])=[CH:14][N:13]=[CH:12][N:11]=4)[C:22]([C:23]([F:26])([F:25])[F:24])=[CH:21][N:20]=3)=[CH:33][CH:32]=2)[CH2:39][CH2:38]1)=[O:41])([CH3:46])([CH3:44])[CH3:45].[Li+:2]. The catalyst class is: 278. (4) Reactant: [Br:1][C:2]1[CH:18]=[CH:17][C:5]([O:6][C:7]([CH3:16])([CH3:15])[C:8]([N:10]2[CH2:14][CH2:13][CH2:12][CH2:11]2)=O)=[CH:4][CH:3]=1. Product: [Br:1][C:2]1[CH:3]=[CH:4][C:5]([O:6][C:7]([CH3:16])([CH3:15])[CH2:8][N:10]2[CH2:14][CH2:13][CH2:12][CH2:11]2)=[CH:17][CH:18]=1. The catalyst class is: 1. (5) Reactant: [CH2:1]([C:8]#[N:9])[C:2]1[CH:7]=[CH:6][CH:5]=[CH:4][CH:3]=1.[H-].[Na+].[CH2:12]([N:14]=[C:15]=[S:16])[CH3:13].Br[CH2:18][C:19](Cl)=[O:20].C(=O)(O)[O-].[Na+]. Product: [CH2:12]([N:14]1[C:19](=[O:20])[CH2:18][S:16][C:15]1=[C:1]([C:2]1[CH:7]=[CH:6][CH:5]=[CH:4][CH:3]=1)[C:8]#[N:9])[CH3:13]. The catalyst class is: 9. (6) Reactant: C([N:3](CC)CC)C.C1(P(N=[N+]=[N-])(C2C=CC=CC=2)=O)C=CC=CC=1.[CH2:25]=[C:26]1[CH2:33][C@:32]2(C(O)=O)[C@@H:28]([C:29](=[O:45])[N:30]([C@@H:37]([C:39]3[CH:44]=[CH:43][CH:42]=[CH:41][CH:40]=3)[CH3:38])[CH2:31]2)[CH2:27]1. Product: [NH2:3][C@@:32]12[CH2:33][C:26](=[CH2:25])[CH2:27][C@@H:28]1[C:29](=[O:45])[N:30]([C@@H:37]([C:39]1[CH:44]=[CH:43][CH:42]=[CH:41][CH:40]=1)[CH3:38])[CH2:31]2. The catalyst class is: 11.